This data is from Catalyst prediction with 721,799 reactions and 888 catalyst types from USPTO. The task is: Predict which catalyst facilitates the given reaction. (1) Product: [Cl:7][C:8]1[CH:15]=[CH:14][C:11]([CH:12]([C:6]2[N:2]([CH3:1])[N:3]=[CH:4][CH:5]=2)[OH:13])=[CH:10][CH:9]=1. The catalyst class is: 7. Reactant: [CH3:1][N:2]1[CH:6]=[CH:5][CH:4]=[N:3]1.[Cl:7][C:8]1[CH:15]=[CH:14][C:11]([CH:12]=[O:13])=[CH:10][CH:9]=1.[Cl-].[NH4+]. (2) Reactant: C[O:2][C:3]([C:5]1[CH:10]=[C:9]([CH3:11])[N:8]2[N:12]=[C:13]([C:15](=[O:27])[NH:16][C@@H:17]3[C:25]4[C:20](=[CH:21][CH:22]=[CH:23][CH:24]=4)[CH2:19][C@@H:18]3[OH:26])[CH:14]=[C:7]2[N:6]=1)=[O:4].[OH-].C[Sn+](C)C. Product: [OH:26][C@H:18]1[CH2:19][C:20]2[C:25](=[CH:24][CH:23]=[CH:22][CH:21]=2)[C@H:17]1[NH:16][C:15]([C:13]1[CH:14]=[C:7]2[N:6]=[C:5]([C:3]([OH:4])=[O:2])[CH:10]=[C:9]([CH3:11])[N:8]2[N:12]=1)=[O:27]. The catalyst class is: 26. (3) Reactant: [F:1][C:2]1[CH:7]=[CH:6][C:5]([C:8]2[CH:16]=[C:15]3[C:11]([CH2:12][C:13](=[O:17])[NH:14]3)=[CH:10][CH:9]=2)=[CH:4][CH:3]=1.[CH3:18][N:19]([CH3:35])[CH2:20][CH2:21][CH2:22][C:23]1[C:24]2[CH2:34][CH2:33][CH2:32][CH2:31][CH2:30][C:25]=2[NH:26][C:27]=1[CH:28]=O.N1CCCCC1. Product: [CH3:35][N:19]([CH3:18])[CH2:20][CH2:21][CH2:22][C:23]1[C:24]2[CH2:34][CH2:33][CH2:32][CH2:31][CH2:30][C:25]=2[NH:26][C:27]=1/[CH:28]=[C:12]1\[C:13](=[O:17])[NH:14][C:15]2[C:11]\1=[CH:10][CH:9]=[C:8]([C:5]1[CH:4]=[CH:3][C:2]([F:1])=[CH:7][CH:6]=1)[CH:16]=2. The catalyst class is: 8. (4) Reactant: C1(=O)C=CC(=O)C=C1.[Cl-].[Li+].[CH3:11][C:12]1[CH:17]=[CH:16][C:15]([S:18]([O:21][CH2:22][C@@H:23]2[O:28][C:27]3[C:29]([CH2:34][CH:35]=[CH2:36])=[C:30]([NH2:33])[CH:31]=[CH:32][C:26]=3[O:25][CH2:24]2)(=[O:20])=[O:19])=[CH:14][CH:13]=1. Product: [CH3:11][C:12]1[CH:17]=[CH:16][C:15]([S:18]([O:21][CH2:22][CH:23]2[O:28][C:27]3=[C:29]4[C:30](=[CH:31][CH:32]=[C:26]3[O:25][CH2:24]2)[NH:33][C:35]([CH3:36])=[CH:34]4)(=[O:20])=[O:19])=[CH:14][CH:13]=1. The catalyst class is: 54. (5) Reactant: Cl[C:2]1[N:7]=[C:6]([C:8]2[S:9][C:10]([S:13]([C:16]3[CH:22]=[CH:21][C:19]([CH3:20])=[CH:18][CH:17]=3)(=[O:15])=[O:14])=[CH:11][CH:12]=2)[CH:5]=[CH:4][N:3]=1.[NH2:23][CH2:24][CH2:25][N:26]1[C:30]([CH3:32])([CH3:31])[C:29](=[O:33])[NH:28][C:27]1=[O:34].C(N(CC)CC)C. Product: [CH3:31][C:30]1([CH3:32])[N:26]([CH2:25][CH2:24][NH:23][C:2]2[N:7]=[C:6]([C:8]3[S:9][C:10]([S:13]([C:16]4[CH:22]=[CH:21][C:19]([CH3:20])=[CH:18][CH:17]=4)(=[O:15])=[O:14])=[CH:11][CH:12]=3)[CH:5]=[CH:4][N:3]=2)[C:27](=[O:34])[NH:28][C:29]1=[O:33]. The catalyst class is: 11.